From a dataset of Peptide-MHC class II binding affinity with 134,281 pairs from IEDB. Regression. Given a peptide amino acid sequence and an MHC pseudo amino acid sequence, predict their binding affinity value. This is MHC class II binding data. (1) The peptide sequence is ESWGAIWRIDTPEVL. The MHC is DRB1_0301 with pseudo-sequence DRB1_0301. The binding affinity (normalized) is 0.695. (2) The peptide sequence is RIDTPDKLTGPFTVR. The MHC is DRB1_0901 with pseudo-sequence DRB1_0901. The binding affinity (normalized) is 0.366. (3) The peptide sequence is LNTITNLKVQLIRMA. The MHC is DRB1_0801 with pseudo-sequence DRB1_0801. The binding affinity (normalized) is 0.631. (4) The binding affinity (normalized) is 0.244. The MHC is HLA-DPA10201-DPB10501 with pseudo-sequence HLA-DPA10201-DPB10501. The peptide sequence is KEKVYLSWVPAHKGIGGNE. (5) The peptide sequence is SPEVIPMFSALSEGAT. The MHC is DRB1_0901 with pseudo-sequence DRB1_0901. The binding affinity (normalized) is 0.603.